Dataset: Forward reaction prediction with 1.9M reactions from USPTO patents (1976-2016). Task: Predict the product of the given reaction. (1) Given the reactants FC(F)(F)C(O)=O.[Cl:8][C:9]1[CH:10]=[C:11]([CH:15]2[NH:19][CH:18]([C:20]([OH:22])=O)[CH:17]([CH2:23][C:24]([CH3:27])([CH3:26])[CH3:25])[C:16]2([C:30]2[CH:35]=[CH:34][C:33]([Cl:36])=[CH:32][CH:31]=2)[C:28]#[N:29])[CH:12]=[CH:13][CH:14]=1.[NH2:37][CH2:38][CH2:39][CH2:40][OH:41].CN(C(ON1N=NC2C=CC=NC1=2)=[N+](C)C)C.F[P-](F)(F)(F)(F)F.CCN(C(C)C)C(C)C, predict the reaction product. The product is: [OH:41][CH2:40][CH2:39][CH2:38][NH:37][C:20]([CH:18]1[CH:17]([CH2:23][C:24]([CH3:26])([CH3:25])[CH3:27])[C:16]([C:30]2[CH:31]=[CH:32][C:33]([Cl:36])=[CH:34][CH:35]=2)([C:28]#[N:29])[CH:15]([C:11]2[CH:12]=[CH:13][CH:14]=[C:9]([Cl:8])[CH:10]=2)[NH:19]1)=[O:22]. (2) Given the reactants [CH3:1][O:2][C:3]([C:5]1([O:13][C@@H:12]([C@@H:14]([C@@H:16]([CH2:18][OH:19])[OH:17])[OH:15])[C@:10]([NH:20][C:21](=[O:27])[CH2:22][CH2:23][C:24](=[O:26])[CH3:25])([NH2:11])[C@@H:8]([OH:9])[CH:7]1C1C=CC=CC=1)S)=[O:4].C1C(=O)N(Br)C(=[O:37])C1, predict the reaction product. The product is: [CH3:1][O:2][C:3]([C:5]1([O:13][C@@H:12]([C@@H:14]([C@@H:16]([CH2:18][OH:19])[OH:17])[OH:15])[C@:10]([NH:20][C:21](=[O:27])[CH2:22][CH2:23][C:24](=[O:26])[CH3:25])([NH2:11])[C@@H:8]([OH:9])[CH2:7]1)[OH:37])=[O:4].